From a dataset of Retrosynthesis with 50K atom-mapped reactions and 10 reaction types from USPTO. Predict the reactants needed to synthesize the given product. (1) Given the product COCCOc1ccn2c(-c3ccc4cc(F)cc(N5CCC(C)(NC(=O)OCc6ccccc6)CC5)c4n3)cnc2c1, predict the reactants needed to synthesize it. The reactants are: CC1(NC(=O)OCc2ccccc2)CCNCC1.COCCOc1ccn2c(-c3ccc4cc(F)cc(Br)c4n3)cnc2c1. (2) Given the product O=c1c2ccccc2oc2c(O)cccc12, predict the reactants needed to synthesize it. The reactants are: COc1cccc2c(=O)c3ccccc3oc12. (3) Given the product COc1ccccc1Nc1ncccc1Cl, predict the reactants needed to synthesize it. The reactants are: COc1ccccc1N.Clc1cccnc1Cl. (4) Given the product ON=C1CCc2cc(-c3nc(C4CCN(Cc5ccoc5)CC4)[nH]c3-c3ccncc3)ccc21, predict the reactants needed to synthesize it. The reactants are: O=Cc1ccoc1.ON=C1CCc2cc(-c3nc(C4CCNCC4)[nH]c3-c3ccncc3)ccc21. (5) Given the product CCCO[C@H]1CC[C@H](N2CCC(Nc3cc(C)cc(F)c3N)CC2)CC1, predict the reactants needed to synthesize it. The reactants are: CCCO[C@H]1CC[C@H](N2CCC(Nc3cc(C)cc(F)c3[N+](=O)[O-])CC2)CC1. (6) Given the product CC(=O)OC(C(C(=O)C(C)(C)C)n1cncn1)C(Cl)(Cl)Cl, predict the reactants needed to synthesize it. The reactants are: CC(=O)Cl.CC(C)(C)C(=O)C(C(O)C(Cl)(Cl)Cl)n1cncn1. (7) Given the product CC#CCOc1cc(C#CCN2CCOCC2)cc(Sc2ccc(OCC(=O)O)c(C)c2)c1, predict the reactants needed to synthesize it. The reactants are: CC#CCOc1cc(C#CCN2CCOCC2)cc(Sc2ccc(OCC(=O)OCC)c(C)c2)c1. (8) The reactants are: O=C1NC(=O)c2ccccc21.OCc1cc2cc(Cl)cc(Br)c2o1. Given the product O=C1c2ccccc2C(=O)N1Cc1cc2cc(Cl)cc(Br)c2o1, predict the reactants needed to synthesize it. (9) Given the product CC(C)(O)C#Cc1nc(Cl)c2nc[nH]c2n1, predict the reactants needed to synthesize it. The reactants are: C#CC(C)(C)O.Clc1nc(I)nc2[nH]cnc12. (10) Given the product COC(=O)c1cccc(Br)c1F, predict the reactants needed to synthesize it. The reactants are: CO.O=C(O)c1cccc(Br)c1F.